Dataset: Experimentally validated miRNA-target interactions with 360,000+ pairs, plus equal number of negative samples. Task: Binary Classification. Given a miRNA mature sequence and a target amino acid sequence, predict their likelihood of interaction. (1) The miRNA is hsa-miR-567 with sequence AGUAUGUUCUUCCAGGACAGAAC. The protein sequence of the target gene is MSGIKKQKTENQQKSTNVVYQAHHVSRNKRGQVVGTRGGFRGCTVWLTGLSGAGKTTISFALEEYLVSHAIPCYSLDGDNVRHGLNRNLGFSPGDREENIRRIAEVAKLFADAGLVCITSFISPFAKDRENARKIHESAGLPFFEIFVDAPLNICESRDVKGLYKRARAGEIKGFTGIDSDYEKPETPERVLKTNLSTVSDCVHQVVELLQEQNIVPYTIIKDIHELFVPENKLDHVRAEAETLPSLSITKLDLQWVQVLSEGWATPLKGFMREKEYLQVMHFDTLLDDGVINMSIPIVL.... Result: 1 (interaction). (2) The miRNA is hsa-miR-3691-3p with sequence ACCAAGUCUGCGUCAUCCUCUC. The protein sequence of the target gene is MKPALLEVMRMNRICRMVLATCFGSFILVIFYFQSMLHPVMRRNPFGVDICCRKGSRSPLQELYNPIQLELSNTAILHQMRRDQVTDTCRANSAMSRKRRVLTPNDLKHLVVDEDHELIYCYVPKVACTNWKRLMMVLSGRGKYSDPMEIPANEAHVSANLKTLNQYSIPEINHRLKSYMKFLFVREPFERLVSAYRNKFTQKYNTSFHKRYGTKIIRRQRKNATQEALRKGDDVKFEEFVAYLIDPHTQREEPFNEHWQTVYSLCHPCHIHYDLVGKYETLEEDSNYVLQLAGVSGYLK.... Result: 0 (no interaction). (3) The miRNA is mmu-miR-5113 with sequence ACAGAGGAGGAGAGAGAUCCUGU. The protein sequence of the target gene is MSKLGRAARGLRKPEVGGVIRAIVRAGLAMPGPPLGPVLGQRGVSINQFCKEFNERTKDIKEGIPLPTKILVKPDRTFEIKIGQPTVSYFLKAAAGIEKGARQTGKEVAGLVTLKHVYEIARIKAQDEAFALQDVPLSSVVRSIIGSARSLGIRVVKDLSSEELAAFQKERAIFLAAQKEADLAAQEEAAKK. Result: 0 (no interaction). (4) The miRNA is mmu-miR-26b-5p with sequence UUCAAGUAAUUCAGGAUAGGU. The protein sequence of the target gene is MNSKVSSPTLLEALSSDFLACKICLEQLHTPKTLPCLHTYCQDCLAQLDIGGQVRCPECREIVPVPAEGVAAFKTNFFVNGLLDLVKARAPGDVHSGKPTCALCPLVGGKSSGGPATARCLDCADDLCQACADGHRCSRQTHKHRVVDLVGYRAGWYDEEARERQASQCPQHPGEALCFLCQPCSQLLCKDCRLGPHIDHPCLPLAEAVRSRKPGLEELLAGVDSNLVELEATRVAEKEALALLREQAASVGTQVEEAAERILKSLLAQKQEVLGQLRALVEAAEEATRERLTKIERQEQ.... Result: 0 (no interaction). (5) The miRNA is hsa-miR-3922-3p with sequence UCUGGCCUUGACUUGACUCUUU. The protein sequence of the target gene is MTSALTQGLERIPDQLGYLVLSEGAVLASSGDLENDEQAASAISELVSTACGFRLHRGMNVPFKRLSVVFGEHTLLVTVSGQRVFVVKRQNRGREPIDV. Result: 0 (no interaction). (6) The miRNA is cel-miR-73-3p with sequence UGGCAAGAUGUAGGCAGUUCAGU. The protein sequence of the target gene is MFCPLKLILLPVLLDYSLGLNDLNVSPPELTVHVGDSALMGCVFQSTEDKCIFKIDWTLSPGEHAKDEYVLYYYSNLSVPIGRFQNRVHLMGDILCNDGSLLLQDVQEADQGTYICEIRLKGESQVFKKAVVLHVLPEEPKELMVHVGGLIQMGCVFQSTEVKHVTKVEWIFSGRRAKEEIVFRYYHKLRMSVEYSQSWGHFQNRVNLVGDIFRNDGSIMLQGVRESDGGNYTCSIHLGNLVFKKTIVLHVSPEEPRTLVTPAALRPLVLGGNQLVIIVGIVCATILLLPVLILIVKKTC.... Result: 0 (no interaction). (7) Result: 0 (no interaction). The miRNA is hsa-miR-3529-3p with sequence AACAACAAAAUCACUAGUCUUCCA. The protein sequence of the target gene is MSRGYPENNNFLNNNNQMVLDMILYPLIGIPQTINWETVARLVPGLTPKECVKRFDELKSCGSSPVDNQYNPLMATGEGPVETLATYIKSSLLDTQGDFQETPVDQDTVSKAGRHSIATTRNCSSESENCTARNAGEETGESEGPNMVIHVCDEAKSLKEDFICPRDLLISEMKYFAEYLSMDAQRWEEVDISVHCDVHIFNWLIKYVKRNTKESKDCEIPALEPGNVISILISSEFLKMDSLVEQCIQYCHKNMNAIVAAPCNMNCINANLLTRIADLFTHNEIDDLKDKKDKFRSKLF.... (8) Result: 0 (no interaction). The miRNA is hsa-miR-4646-3p with sequence AUUGUCCCUCUCCCUUCCCAG. The protein sequence of the target gene is MDRHLCTCRETQLRSGLLLPLFLLMMLADLTLPAQRHPPVVLVPGDLGNQLEAKLDKPKVVHYLCSKKTDSYFTLWLNLELLLPVIIDCWIDNIRLVYNRTSRATQFPDGVDVRVPGFGETFSMEFLDPSKRNVGSYFYTMVESLVGWGYTRGEDVRGAPYDWRRAPNENGPYFLALREMIEEMYQMYGGPVVLVAHSMGNVYMLYFLQRQPQVWKDKYIHAFVSLGAPWGGVAKTLRVLASGDNNRIPVIGPLKIREQQRSAVSTSWLLPYNHTWSHEKVFVYTPTTNYTLRDYHRFFR.... (9) Result: 1 (interaction). The protein sequence of the target gene is MLLSLVLHTYSMRYLLPSVLLLGSAPTYLLAWTLWRVLSALMPARLYQRVDDRLYCVYQNMVLFFFENYTGVQILLYGDLPKNKENVIYLANHQSTVDWIVADMLAARQDALGHVRYVLKDKLKWLPLYGFYFAQHGGIYVKRSAKFNDKEMRSKLQSYVNAGTPMYLVIFPEGTRYNATYTKLLSASQAFAAQRGLAVLKHVLTPRIKATHVAFDSMKSHLDAIYDVTVVYEGNEKGSGKYSNPPSMTEFLCKQCPKLHIHFDRIDRNEVPEEQEHMKKWLHERFEIKDRLLIEFYDSP.... The miRNA is mmu-miR-185-5p with sequence UGGAGAGAAAGGCAGUUCCUGA.